This data is from NCI-60 drug combinations with 297,098 pairs across 59 cell lines. The task is: Regression. Given two drug SMILES strings and cell line genomic features, predict the synergy score measuring deviation from expected non-interaction effect. Drug 1: CS(=O)(=O)C1=CC(=C(C=C1)C(=O)NC2=CC(=C(C=C2)Cl)C3=CC=CC=N3)Cl. Drug 2: CC1=C2C(C(=O)C3(C(CC4C(C3C(C(C2(C)C)(CC1OC(=O)C(C(C5=CC=CC=C5)NC(=O)C6=CC=CC=C6)O)O)OC(=O)C7=CC=CC=C7)(CO4)OC(=O)C)O)C)OC(=O)C. Cell line: DU-145. Synergy scores: CSS=39.9, Synergy_ZIP=6.98, Synergy_Bliss=11.7, Synergy_Loewe=-26.3, Synergy_HSA=10.6.